Dataset: Reaction yield outcomes from USPTO patents with 853,638 reactions. Task: Predict the reaction yield, written as a fraction of the theoretical maximum amount of product (1.0 means a 100% yield; for example, 0.34 means a 34% yield). (1) The reactants are [F:1][C:2]([F:7])([F:6])[C:3]([OH:5])=[O:4].C(OC([N:15]1[CH2:20][CH2:19][C:18]2([C:28]3[C:23](=[CH:24][CH:25]=[CH:26][CH:27]=3)[N:22]([C:29]([C:31]3[CH:36]=[CH:35][N:34]=[C:33]([Cl:37])[CH:32]=3)=[O:30])[CH2:21]2)[CH2:17][CH2:16]1)=O)(C)(C)C. The catalyst is ClCCl. The product is [F:1][C:2]([F:7])([F:6])[C:3]([OH:5])=[O:4].[Cl:37][C:33]1[CH:32]=[C:31]([C:29]([N:22]2[C:23]3[C:28](=[CH:27][CH:26]=[CH:25][CH:24]=3)[C:18]3([CH2:17][CH2:16][NH:15][CH2:20][CH2:19]3)[CH2:21]2)=[O:30])[CH:36]=[CH:35][N:34]=1. The yield is 0.960. (2) The reactants are [NH:1]1[CH2:6][CH2:5][CH:4]([C:7]([O:9][CH2:10][C:11]2[CH:16]=[CH:15][CH:14]=[CH:13][CH:12]=2)=[O:8])[CH2:3][CH2:2]1.C(=O)([O-])[O-].[K+].[K+].[CH2:23](I)[CH2:24][CH2:25][CH2:26][CH2:27][CH2:28][CH3:29].C(OCC)(=O)C. The catalyst is CN(C)C=O. The product is [CH2:23]([N:1]1[CH2:2][CH2:3][CH:4]([C:7]([O:9][CH2:10][C:11]2[CH:12]=[CH:13][CH:14]=[CH:15][CH:16]=2)=[O:8])[CH2:5][CH2:6]1)[CH2:24][CH2:25][CH2:26][CH2:27][CH2:28][CH3:29]. The yield is 0.630. (3) The reactants are [CH2:1]([NH:3][C:4](=[O:13])[C:5]1[CH:10]=[CH:9][C:8]([I:11])=[C:7]([OH:12])[CH:6]=1)[CH3:2].C([O-])([O-])=O.[K+].[K+].FC(F)(F)S(O[CH2:26][C:27]([F:30])([F:29])[F:28])(=O)=O. The catalyst is CN(C=O)C.C(#N)C.O. The product is [CH2:1]([NH:3][C:4](=[O:13])[C:5]1[CH:10]=[CH:9][C:8]([I:11])=[C:7]([O:12][CH2:26][C:27]([F:30])([F:29])[F:28])[CH:6]=1)[CH3:2]. The yield is 0.980. (4) The catalyst is C1COCC1. The yield is 0.950. The reactants are [F:1][C:2]([F:22])([F:21])[C:3]1[CH:20]=[CH:19][C:6]([CH2:7][NH:8][CH2:9][C:10]2[CH:11]=[C:12]([O:17][CH3:18])[CH:13]=[CH:14][C:15]=2[Br:16])=[CH:5][CH:4]=1.[C:23](O[C:23]([O:25][C:26]([CH3:29])([CH3:28])[CH3:27])=[O:24])([O:25][C:26]([CH3:29])([CH3:28])[CH3:27])=[O:24]. The product is [C:26]([O:25][C:23]([N:8]([CH2:9][C:10]1[CH:11]=[C:12]([O:17][CH3:18])[CH:13]=[CH:14][C:15]=1[Br:16])[CH2:7][C:6]1[CH:19]=[CH:20][C:3]([C:2]([F:1])([F:21])[F:22])=[CH:4][CH:5]=1)=[O:24])([CH3:29])([CH3:28])[CH3:27]. (5) The reactants are [CH2:1]([N:5]([CH2:32][CH:33]([CH3:35])[CH3:34])[C:6]1[CH:11]=[CH:10][C:9]([C:12]2[C:13]([C:18]([OH:20])=O)=[CH:14][CH:15]=[CH:16][CH:17]=2)=[CH:8][C:7]=1[NH:21][C:22]([NH:24][C:25]1[CH:30]=[CH:29][C:28]([CH3:31])=[CH:27][CH:26]=1)=[O:23])[CH:2]([CH3:4])[CH3:3].C(Cl)CCl.[CH3:40][S:41]([NH2:44])(=[O:43])=[O:42]. The catalyst is CN(C=O)C.CN(C1C=CN=CC=1)C. The product is [CH2:32]([N:5]([CH2:1][CH:2]([CH3:3])[CH3:4])[C:6]1[CH:11]=[CH:10][C:9]([C:12]2[C:13]([C:18]([NH:44][S:41]([CH3:40])(=[O:43])=[O:42])=[O:20])=[CH:14][CH:15]=[CH:16][CH:17]=2)=[CH:8][C:7]=1[NH:21][C:22]([NH:24][C:25]1[CH:26]=[CH:27][C:28]([CH3:31])=[CH:29][CH:30]=1)=[O:23])[CH:33]([CH3:35])[CH3:34]. The yield is 0.417. (6) No catalyst specified. The product is [CH3:11][S:10][C:6]1[N:5]=[C:4]([C:1](=[O:3])[CH2:2][C:22](=[O:27])[C:23]([O:25][CH3:26])=[O:24])[CH:9]=[CH:8][N:7]=1. The reactants are [C:1]([C:4]1[CH:9]=[CH:8][N:7]=[C:6]([S:10][CH3:11])[N:5]=1)(=[O:3])[CH3:2].C[Si]([N-][Si](C)(C)C)(C)C.[Li+].[C:22](OC)(=[O:27])[C:23]([O:25][CH3:26])=[O:24]. The yield is 0.980.